This data is from Catalyst prediction with 721,799 reactions and 888 catalyst types from USPTO. The task is: Predict which catalyst facilitates the given reaction. (1) Reactant: [Cl:1][C:2]1[CH:3]=[C:4]([CH:9]([C:11]2[NH:19][C:14]3=[CH:15][N:16]=[CH:17][CH:18]=[C:13]3[CH:12]=2)[OH:10])[CH:5]=[CH:6][C:7]=1[Cl:8]. Product: [Cl:1][C:2]1[CH:3]=[C:4]([C:9]([C:11]2[NH:19][C:14]3=[CH:15][N:16]=[CH:17][CH:18]=[C:13]3[CH:12]=2)=[O:10])[CH:5]=[CH:6][C:7]=1[Cl:8]. The catalyst class is: 7. (2) Reactant: [F:1][C:2]([F:23])([F:22])[C:3]1[CH:21]=[CH:20][C:6]([CH2:7][NH:8][CH2:9][C:10]2[CH:15]=[CH:14][C:13]([C:16]([F:19])([F:18])[F:17])=[CH:12][CH:11]=2)=[CH:5][CH:4]=1.[CH2:24]([O:26][C@H:27]([C:40]([O:42][CH2:43][CH3:44])=[O:41])[CH2:28][C:29]1[CH:39]=[CH:38][C:32]([O:33][CH2:34][C:35](O)=[O:36])=[CH:31][CH:30]=1)[CH3:25].C(N(CC)C(C)C)(C)C.F[B-](F)(F)F.N1(OC(N(C)C)=[N+](C)C)C2C=CC=CC=2N=N1. Product: [F:1][C:2]([F:22])([F:23])[C:3]1[CH:4]=[CH:5][C:6]([CH2:7][N:8]([CH2:9][C:10]2[CH:11]=[CH:12][C:13]([C:16]([F:17])([F:18])[F:19])=[CH:14][CH:15]=2)[C:35](=[O:36])[CH2:34][O:33][C:32]2[CH:31]=[CH:30][C:29]([CH2:28][C@H:27]([O:26][CH2:24][CH3:25])[C:40]([O:42][CH2:43][CH3:44])=[O:41])=[CH:39][CH:38]=2)=[CH:20][CH:21]=1. The catalyst class is: 2. (3) Reactant: [N:1]1[NH:2][N:3]=[N:4][C:5]=1[NH2:6].[C:7](Cl)(=[O:18])[O:8][C:9]1[CH:14]=[CH:13][C:12]([N+:15]([O-:17])=[O:16])=[CH:11][CH:10]=1. Product: [NH:1]1[C:5]([NH:6][C:7](=[O:18])[O:8][C:9]2[CH:10]=[CH:11][C:12]([N+:15]([O-:17])=[O:16])=[CH:13][CH:14]=2)=[N:4][N:3]=[N:2]1. The catalyst class is: 1. (4) Reactant: [CH3:1][C:2]1[N:3]([CH2:13][C:14]([O:16][CH2:17][CH3:18])=[O:15])[C:4]2[CH2:5][C:6]([CH3:12])([CH3:11])[CH2:7][CH2:8][C:9]=2[CH:10]=1.[NH2:19][C:20]1[CH:25]=[CH:24][CH:23]=[CH:22][C:21]=1[SH:26].[I-].[K+].II. Product: [NH2:19][C:20]1[CH:25]=[CH:24][CH:23]=[CH:22][C:21]=1[S:26][C:10]1[C:9]2[CH2:8][CH2:7][C:6]([CH3:12])([CH3:11])[CH2:5][C:4]=2[N:3]([CH2:13][C:14]([O:16][CH2:17][CH3:18])=[O:15])[C:2]=1[CH3:1]. The catalyst class is: 136. (5) Reactant: [O:1]=[C:2]1[NH:7][C:6]([C:8]([O:10][CH3:11])=[O:9])=[CH:5][CH:4]=[CH:3]1.[C:12](=O)([O-])[O-].[K+].[K+].CI. Product: [CH3:12][N:7]1[C:2](=[O:1])[CH:3]=[CH:4][CH:5]=[C:6]1[C:8]([O:10][CH3:11])=[O:9]. The catalyst class is: 16. (6) Reactant: [OH:1][C:2]1[CH:3]=[C:4]2[C:9](=[CH:10][CH:11]=1)[C:8](=O)[CH:7]([C:13]1[CH:18]=[CH:17][CH:16]=[CH:15][CH:14]=1)[CH2:6][CH2:5]2.C([SiH](CC)CC)C. Product: [C:13]1([CH:7]2[CH2:6][CH2:5][C:4]3[CH:3]=[C:2]([OH:1])[CH:11]=[CH:10][C:9]=3[CH2:8]2)[CH:18]=[CH:17][CH:16]=[CH:15][CH:14]=1. The catalyst class is: 55. (7) Reactant: [Cl:1][C:2]1[CH:7]=[C:6]([C:8]2[N:12]=[C:11]([C:13]3[N:14]=[C:15]4[C:20]([Cl:21])=[CH:19][C:18]([C:22]([F:25])([F:24])[F:23])=[CH:17][N:16]4[CH:26]=3)[O:10][N:9]=2)[C:5]([Cl:27])=[CH:4][C:3]=1[OH:28].[H-].[Na+].[CH3:31][S:32][CH2:33]Cl.O. Product: [Cl:21][C:20]1[C:15]2[N:16]([CH:26]=[C:13]([C:11]3[O:10][N:9]=[C:8]([C:6]4[CH:7]=[C:2]([Cl:1])[C:3]([O:28][CH2:31][S:32][CH3:33])=[CH:4][C:5]=4[Cl:27])[N:12]=3)[N:14]=2)[CH:17]=[C:18]([C:22]([F:23])([F:25])[F:24])[CH:19]=1. The catalyst class is: 3. (8) Reactant: C[N:2]1[CH2:7][CH2:6][O:5][CH2:4][CH2:3]1.[F:8][C:9]1[CH:14]=[CH:13][C:12]([S:15](Cl)(=[O:17])=[O:16])=[CH:11][CH:10]=1.[OH2:19]. Product: [F:8][C:9]1[CH:14]=[CH:13][C:12]([S:15]([N:2]2[CH2:3][CH2:4][S:15][C:12]([CH3:13])([CH3:11])[C@@H:7]2[C:6]([OH:5])=[O:19])(=[O:17])=[O:16])=[CH:11][CH:10]=1. The catalyst class is: 4. (9) Reactant: CC1(C)C(C)(C)OB([C:9]2[CH:10]=[CH:11][C:12]3[O:17][CH2:16][C:15](=[O:18])[NH:14][C:13]=3[CH:19]=2)O1.Br[C:22]1[C:23]([CH3:35])=[N:24][N:25]([CH3:34])[C:26]=1[C:27]1[CH:32]=[CH:31][C:30]([Cl:33])=[CH:29][CH:28]=1.C(=O)([O-])[O-].[Cs+].[Cs+]. Product: [Cl:33][C:30]1[CH:29]=[CH:28][C:27]([C:26]2[N:25]([CH3:34])[N:24]=[C:23]([CH3:35])[C:22]=2[C:9]2[CH:10]=[CH:11][C:12]3[O:17][CH2:16][C:15](=[O:18])[NH:14][C:13]=3[CH:19]=2)=[CH:32][CH:31]=1. The catalyst class is: 20. (10) Reactant: [Si]([O:8][C@@H:9]([C:65]1[CH:70]=[CH:69][CH:68]=[CH:67][C:66]=1[C:71]1[CH:76]=[CH:75][C:74]([Cl:77])=[CH:73][CH:72]=1)[CH:10]1[CH2:15][CH2:14][N:13]([C:16]2[CH:64]=[CH:63][C:19]([C:20]([NH:22][S:23]([C:26]3[CH:31]=[CH:30][C:29]([NH:32][C@H:33]([CH2:42][CH2:43][N:44]4[CH2:49][CH2:48][O:47][CH:46]([CH2:50][N:51]([CH2:54][CH3:55])[CH2:52][CH3:53])[CH2:45]4)[CH2:34][S:35][C:36]4[CH:41]=[CH:40][CH:39]=[CH:38][CH:37]=4)=[C:28]([S:56]([C:59]([F:62])([F:61])[F:60])(=[O:58])=[O:57])[CH:27]=3)(=[O:25])=[O:24])=[O:21])=[CH:18][CH:17]=2)[CH2:12][CH2:11]1)(C(C)(C)C)(C)C.Cl.CCN(CC)CC. Product: [Cl:77][C:74]1[CH:75]=[CH:76][C:71]([C:66]2[CH:67]=[CH:68][CH:69]=[CH:70][C:65]=2[C@H:9]([OH:8])[CH:10]2[CH2:11][CH2:12][N:13]([C:16]3[CH:17]=[CH:18][C:19]([C:20]([NH:22][S:23]([C:26]4[CH:31]=[CH:30][C:29]([NH:32][C@H:33]([CH2:42][CH2:43][N:44]5[CH2:49][CH2:48][O:47][CH:46]([CH2:50][N:51]([CH2:54][CH3:55])[CH2:52][CH3:53])[CH2:45]5)[CH2:34][S:35][C:36]5[CH:41]=[CH:40][CH:39]=[CH:38][CH:37]=5)=[C:28]([S:56]([C:59]([F:62])([F:61])[F:60])(=[O:57])=[O:58])[CH:27]=4)(=[O:24])=[O:25])=[O:21])=[CH:63][CH:64]=3)[CH2:14][CH2:15]2)=[CH:72][CH:73]=1. The catalyst class is: 258.